Dataset: CYP2D6 inhibition data for predicting drug metabolism from PubChem BioAssay. Task: Regression/Classification. Given a drug SMILES string, predict its absorption, distribution, metabolism, or excretion properties. Task type varies by dataset: regression for continuous measurements (e.g., permeability, clearance, half-life) or binary classification for categorical outcomes (e.g., BBB penetration, CYP inhibition). Dataset: cyp2d6_veith. The molecule is CCCOc1ccc(C(=O)NNC(=S)NC(=O)CC)cc1. The result is 0 (non-inhibitor).